This data is from NCI-60 drug combinations with 297,098 pairs across 59 cell lines. The task is: Regression. Given two drug SMILES strings and cell line genomic features, predict the synergy score measuring deviation from expected non-interaction effect. (1) Drug 1: CC1=CC=C(C=C1)C2=CC(=NN2C3=CC=C(C=C3)S(=O)(=O)N)C(F)(F)F. Drug 2: CN1C2=C(C=C(C=C2)N(CCCl)CCCl)N=C1CCCC(=O)O.Cl. Cell line: U251. Synergy scores: CSS=1.81, Synergy_ZIP=-2.05, Synergy_Bliss=-8.99, Synergy_Loewe=-8.89, Synergy_HSA=-10.2. (2) Drug 1: CC12CCC(CC1=CCC3C2CCC4(C3CC=C4C5=CN=CC=C5)C)O. Drug 2: COCCOC1=C(C=C2C(=C1)C(=NC=N2)NC3=CC=CC(=C3)C#C)OCCOC.Cl. Cell line: SF-295. Synergy scores: CSS=11.0, Synergy_ZIP=-2.39, Synergy_Bliss=2.36, Synergy_Loewe=2.57, Synergy_HSA=2.72. (3) Synergy scores: CSS=38.3, Synergy_ZIP=-2.89, Synergy_Bliss=-1.41, Synergy_Loewe=0.0280, Synergy_HSA=3.38. Drug 1: C1=CC(=CC=C1CC(C(=O)O)N)N(CCCl)CCCl.Cl. Cell line: CAKI-1. Drug 2: CC1C(C(CC(O1)OC2CC(CC3=C2C(=C4C(=C3O)C(=O)C5=C(C4=O)C(=CC=C5)OC)O)(C(=O)CO)O)N)O.Cl.